This data is from Catalyst prediction with 721,799 reactions and 888 catalyst types from USPTO. The task is: Predict which catalyst facilitates the given reaction. (1) Reactant: [NH2:1][CH:2]1[CH2:6][N:5]([C:7]([O:9][C:10]([CH3:13])([CH3:12])[CH3:11])=[O:8])[C@@H:4]([CH2:14][O:15][C:16]2[CH:21]=[CH:20][CH:19]=[CH:18][CH:17]=2)[CH2:3]1.CCN(C(C)C)C(C)C.[Cl:31][C:32]1[CH:37]=[CH:36][C:35]([Cl:38])=[CH:34][C:33]=1[S:39](Cl)(=[O:41])=[O:40]. Product: [Cl:31][C:32]1[CH:37]=[CH:36][C:35]([Cl:38])=[CH:34][C:33]=1[S:39]([NH:1][C@H:2]1[CH2:6][N:5]([C:7]([O:9][C:10]([CH3:12])([CH3:13])[CH3:11])=[O:8])[C@@H:4]([CH2:14][O:15][C:16]2[CH:17]=[CH:18][CH:19]=[CH:20][CH:21]=2)[CH2:3]1)(=[O:41])=[O:40]. The catalyst class is: 2. (2) Reactant: [CH3:1][O:2][CH2:3][CH2:4][N:5]1[CH2:10][CH2:9][NH:8][CH2:7][CH2:6]1.[H-].[Na+].Cl[C:14]1[CH:19]=[CH:18][C:17]([N+:20]([O-:22])=[O:21])=[CH:16][N:15]=1. Product: [CH3:1][O:2][CH2:3][CH2:4][N:5]1[CH2:10][CH2:9][N:8]([C:14]2[CH:19]=[CH:18][C:17]([N+:20]([O-:22])=[O:21])=[CH:16][N:15]=2)[CH2:7][CH2:6]1. The catalyst class is: 1. (3) Reactant: [NH2:1][CH2:2][CH2:3][O:4][CH2:5][CH2:6][OH:7].C(=O)(O)[O-].[Na+].[CH3:13][C:14]([O:17][C:18](O[C:18]([O:17][C:14]([CH3:16])([CH3:15])[CH3:13])=[O:19])=[O:19])([CH3:16])[CH3:15]. Product: [OH:7][CH2:6][CH2:5][O:4][CH2:3][CH2:2][NH:1][C:18](=[O:19])[O:17][C:14]([CH3:16])([CH3:15])[CH3:13]. The catalyst class is: 7. (4) Reactant: [CH2:1]([O:9][C:10]1[CH:15]=[CH:14][C:13]([CH:16]2[O:21][CH2:20][CH2:19][NH:18][CH2:17]2)=[CH:12][CH:11]=1)[CH2:2][CH2:3][CH2:4][CH2:5][CH2:6][CH2:7][CH3:8].Cl[CH2:23][CH2:24][O:25][CH:26]1[CH2:31][CH2:30][CH2:29][CH2:28][O:27]1.C([O-])([O-])=O.[K+].[K+].[Na+].[I-]. Product: [CH2:1]([O:9][C:10]1[CH:11]=[CH:12][C:13]([CH:16]2[O:21][CH2:20][CH2:19][N:18]([CH2:23][CH2:24][O:25][CH:26]3[CH2:31][CH2:30][CH2:29][CH2:28][O:27]3)[CH2:17]2)=[CH:14][CH:15]=1)[CH2:2][CH2:3][CH2:4][CH2:5][CH2:6][CH2:7][CH3:8]. The catalyst class is: 3. (5) Reactant: Cl.[NH2:2][C:3]1[CH:11]=[C:10]([O:12][CH2:13][CH2:14][CH2:15][N:16]2[CH2:20][CH2:19][CH2:18][CH2:17]2)[C:9]([O:21][CH3:22])=[CH:8][C:4]=1[C:5]([NH2:7])=[O:6].[CH3:23]N(C=NC=[N+](C)C)C.[Cl-].C(O)(=O)C.C([O-])(=O)C.[Na+]. Product: [OH:6][C:5]1[C:4]2[C:3](=[CH:11][C:10]([O:12][CH2:13][CH2:14][CH2:15][N:16]3[CH2:20][CH2:19][CH2:18][CH2:17]3)=[C:9]([O:21][CH3:22])[CH:8]=2)[N:2]=[CH:23][N:7]=1. The catalyst class is: 12. (6) Reactant: [CH3:1][S:2]([N:5]1[CH2:10][CH2:9][CH:8]([O:11][Si:12]([C:15]([CH3:18])([CH3:17])[CH3:16])([CH3:14])[CH3:13])[CH2:7][CH2:6]1)(=[O:4])=[O:3].[Li+].C[Si]([N-][Si](C)(C)C)(C)C.P(Cl)(OCC)(OCC)=O.[CH:38](=O)[C:39]1[CH:44]=[CH:43][CH:42]=[N:41][CH:40]=1.[Cl-].[NH4+]. Product: [Si:12]([O:11][CH:8]1[CH2:9][CH2:10][N:5]([S:2](/[CH:1]=[CH:38]/[C:39]2[CH:40]=[N:41][CH:42]=[CH:43][CH:44]=2)(=[O:3])=[O:4])[CH2:6][CH2:7]1)([C:15]([CH3:18])([CH3:17])[CH3:16])([CH3:13])[CH3:14]. The catalyst class is: 1. (7) Reactant: [CH2:1]([N:8]1[CH2:15][CH:14]2[N:16]([CH2:17][C:18]3[CH:23]=[CH:22][CH:21]=[CH:20][CH:19]=3)[CH:10]([CH2:11][NH:12][CH2:13]2)[CH2:9]1)[C:2]1[CH:7]=[CH:6][CH:5]=[CH:4][CH:3]=1.[O:24](C(OC(C)(C)C)=O)[C:25]([O:27][C:28]([CH3:31])([CH3:30])[CH3:29])=O. Product: [C:28]([O:27][C:25]([N:12]1[CH2:11][CH:10]2[N:16]([CH2:17][C:18]3[CH:23]=[CH:22][CH:21]=[CH:20][CH:19]=3)[CH:14]([CH2:15][N:8]([CH2:1][C:2]3[CH:3]=[CH:4][CH:5]=[CH:6][CH:7]=3)[CH2:9]2)[CH2:13]1)=[O:24])([CH3:31])([CH3:30])[CH3:29]. The catalyst class is: 237. (8) Reactant: [Cl:1][C:2]1[CH:7]=[CH:6][C:5]([C:8]2[CH:13]=[CH:12][CH:11]=[CH:10][C:9]=2[CH:14]([N:16]2[CH2:25][CH2:24][C:19]3(OCC[O:20]3)[CH2:18][CH2:17]2)[CH3:15])=[CH:4][CH:3]=1.Cl. Product: [Cl:1][C:2]1[CH:7]=[CH:6][C:5]([C:8]2[CH:13]=[CH:12][CH:11]=[CH:10][C:9]=2[CH:14]([N:16]2[CH2:17][CH2:18][C:19](=[O:20])[CH2:24][CH2:25]2)[CH3:15])=[CH:4][CH:3]=1. The catalyst class is: 38.